Dataset: Catalyst prediction with 721,799 reactions and 888 catalyst types from USPTO. Task: Predict which catalyst facilitates the given reaction. Reactant: [CH3:1][O:2][C:3]([C:5]12[CH2:23][CH:22]1[CH:21]=[CH:20][CH2:19][CH2:18][CH2:17][CH2:16][CH2:15][CH:14]([NH:24][C:25]([O:27][C:28]([CH3:31])([CH3:30])[CH3:29])=[O:26])[C:13](=[O:32])[N:12]1[CH:8]([CH2:9][CH:10]([O:33][C:34]([N:36]3[CH2:44][C:43]4[C:38](=[CH:39][CH:40]=[CH:41][C:42]=4[F:45])[CH2:37]3)=[O:35])[CH2:11]1)[C:7](=[O:46])[NH:6]2)=[O:4].C([O-])(=O)C.[Na+]. Product: [CH3:1][O:2][C:3]([C:5]12[CH2:23][CH:22]1[CH2:21][CH2:20][CH2:19][CH2:18][CH2:17][CH2:16][CH2:15][CH:14]([NH:24][C:25]([O:27][C:28]([CH3:31])([CH3:29])[CH3:30])=[O:26])[C:13](=[O:32])[N:12]1[CH:8]([CH2:9][CH:10]([O:33][C:34]([N:36]3[CH2:44][C:43]4[C:38](=[CH:39][CH:40]=[CH:41][C:42]=4[F:45])[CH2:37]3)=[O:35])[CH2:11]1)[C:7](=[O:46])[NH:6]2)=[O:4]. The catalyst class is: 149.